From a dataset of Reaction yield outcomes from USPTO patents with 853,638 reactions. Predict the reaction yield, written as a fraction of the theoretical maximum amount of product (1.0 means a 100% yield; for example, 0.34 means a 34% yield). (1) The reactants are Cl[CH2:2][C:3]1[C:4]([C:9]2[CH:14]=[CH:13][C:12]([C:15]([F:18])([F:17])[F:16])=[CH:11][CH:10]=2)=[N:5][O:6][C:7]=1[CH3:8].C(OCC)(=O)[CH2:20][C:21]([O:23]CC)=[O:22].[H-].[Na+].Cl. The catalyst is O1CCCC1. The product is [CH3:8][C:7]1[O:6][N:5]=[C:4]([C:9]2[CH:14]=[CH:13][C:12]([C:15]([F:18])([F:17])[F:16])=[CH:11][CH:10]=2)[C:3]=1[CH2:2][CH2:20][C:21]([OH:23])=[O:22]. The yield is 0.840. (2) The reactants are Br[C:2]1[CH:7]=[CH:6][C:5]([CH2:8][NH:9][C:10]([O:12][C:13]([CH3:16])([CH3:15])[CH3:14])=[O:11])=[CH:4][N:3]=1.[Br-].[CH:18]1([CH2:24][Zn+])[CH2:23][CH2:22][CH2:21][CH2:20][CH2:19]1. The catalyst is C1COCC1.CCOC(C)=O. The product is [C:13]([O:12][C:10]([NH:9][CH2:8][C:5]1[CH:4]=[N:3][C:2]([CH2:24][CH:18]2[CH2:23][CH2:22][CH2:21][CH2:20][CH2:19]2)=[CH:7][CH:6]=1)=[O:11])([CH3:16])([CH3:15])[CH3:14]. The yield is 0.680. (3) The reactants are [CH3:1][C:2]([CH3:4])=[O:3].[CH3:5][N:6]([CH3:15])[C:7]1[CH:14]=[CH:13][C:10]([CH:11]=O)=[CH:9][CH:8]=1.[OH-].[Na+]. The catalyst is [Cl-].C([N+](C)(C)C)CCCCCCCCCCCCCCC.[Cl-].[Na+].O. The product is [CH3:5][N:6]([CH3:15])[C:7]1[CH:14]=[CH:13][C:10]([CH:11]=[CH:1][C:2](=[O:3])[CH:4]=[CH:11][C:10]2[CH:13]=[CH:14][C:7]([N:6]([CH3:15])[CH3:5])=[CH:8][CH:9]=2)=[CH:9][CH:8]=1. The yield is 0.220. (4) The reactants are Cl.C[O:3][C:4](=[O:9])[C@@H:5]([CH2:7][OH:8])[NH2:6].[CH:10](=O)[C:11]1[CH:16]=[CH:15][CH:14]=[CH:13][CH:12]=1.[BH4-].[Na+].[OH-].[Na+].Cl. The catalyst is CO.O. The product is [C:11]1([CH2:10][NH:6][C@@H:5]([C:4]([OH:3])=[O:9])[CH2:7][OH:8])[CH:16]=[CH:15][CH:14]=[CH:13][CH:12]=1. The yield is 0.390. (5) The reactants are [CH2:1]([NH:3][C:4]1[CH:13]=[CH:12][C:11]([N+:14]([O-:16])=[O:15])=[CH:10][C:5]=1[C:6]([O:8]C)=O)[CH3:2].[NH2:17][C:18](N)=[O:19]. The catalyst is O. The product is [CH2:1]([N:3]1[C:4]2[C:5](=[CH:10][C:11]([N+:14]([O-:16])=[O:15])=[CH:12][CH:13]=2)[C:6](=[O:8])[NH:17][C:18]1=[O:19])[CH3:2]. The yield is 0.571. (6) The reactants are C([CH:3]([C:7](=[O:11])[CH:8]([CH3:10])[CH3:9])[C:4]([OH:6])=[O:5])C.Cl.[Cl-].[Na+]. The catalyst is [OH-].[Na+]. The product is [CH3:9][CH:8]([CH3:10])[C:7](=[O:11])[CH2:3][C:4]([OH:6])=[O:5]. The yield is 0.950. (7) The product is [Br:4][C:5]1[CH:18]=[CH:17][C:16]2[O:15][CH:14]3[CH:9]([CH2:10][N:11]([CH2:19][C:20]4[CH:25]=[CH:24][C:23]([O:26][CH3:27])=[CH:22][CH:21]=4)[CH2:12][CH2:13]3)[CH:8]([OH:28])[C:7]=2[CH:6]=1. The yield is 0.880. The catalyst is C1COCC1. The reactants are [BH4-].[Na+].[Cl-].[Br:4][C:5]1[CH:18]=[CH:17][C:16]2[O:15][C:14]3[CH:13]=[CH:12][N+:11]([CH2:19][C:20]4[CH:25]=[CH:24][C:23]([O:26][CH3:27])=[CH:22][CH:21]=4)=[CH:10][C:9]=3[C:8](=[O:28])[C:7]=2[CH:6]=1.CCO. (8) The reactants are C[O:2][C:3]([C:5]1[C:13]([NH:14][C:15]2[CH:20]=[CH:19][C:18]([Br:21])=[CH:17][C:16]=2[CH3:22])=[C:12]([F:23])[C:8]2[NH:9][CH:10]=[N:11][C:7]=2[CH:6]=1)=[O:4].[OH-].[Na+].Cl. The catalyst is CO.C(OCC)(=O)C.O. The product is [F:23][C:12]1[C:8]2[NH:9][CH:10]=[N:11][C:7]=2[CH:6]=[C:5]([C:3]([OH:4])=[O:2])[C:13]=1[NH:14][C:15]1[CH:20]=[CH:19][C:18]([Br:21])=[CH:17][C:16]=1[CH3:22]. The yield is 0.950. (9) The reactants are [N:1]1([C:7]2[CH:13]=[CH:12][C:10]([NH2:11])=[CH:9][CH:8]=2)[CH2:6][CH2:5][O:4][CH2:3][CH2:2]1.P(=O)(O)(O)O.[N+]([O-])(O)=O.[N:23]([O-])=O.[Na+].[CH3:27][C:28](=[O:33])[CH2:29][C:30](=[O:32])[CH3:31].C([O-])(=O)C.[K+].C([O-])([O-])=O.[Na+].[Na+]. The catalyst is C(O)C. The product is [N:1]1([C:7]2[CH:13]=[CH:12][C:10]([NH:11][N:23]=[C:29]([C:28](=[O:33])[CH3:27])[C:30](=[O:32])[CH3:31])=[CH:9][CH:8]=2)[CH2:2][CH2:3][O:4][CH2:5][CH2:6]1. The yield is 0.820.